This data is from Peptide-MHC class I binding affinity with 185,985 pairs from IEDB/IMGT. The task is: Regression. Given a peptide amino acid sequence and an MHC pseudo amino acid sequence, predict their binding affinity value. This is MHC class I binding data. The peptide sequence is GIDVTDLFA. The MHC is HLA-A24:02 with pseudo-sequence HLA-A24:02. The binding affinity (normalized) is 0.